This data is from Forward reaction prediction with 1.9M reactions from USPTO patents (1976-2016). The task is: Predict the product of the given reaction. (1) Given the reactants [CH3:1][C:2]([O:4][CH2:5][C:6]([C@:8]1([OH:29])[C@@:12]2([CH3:28])[CH2:13][C@H:14]([OH:27])[C@@H:15]3[C@:25]4([CH3:26])[C:19](=[CH:20][C:21]([CH:23]=[CH:24]4)=[O:22])[CH2:18][CH2:17][C@H:16]3[C@@H:11]2[CH2:10][CH2:9]1)=[O:7])=[O:3].O, predict the reaction product. The product is: [CH3:1][C:2]([O:4][CH2:5][C:6]([C@:8]1([OH:29])[C@@:12]2([CH3:28])[CH2:13][C@H:14]([OH:27])[C@@H:15]3[C@:25]4([CH3:26])[C:19](=[CH:20][C:21]([CH:23]=[CH:24]4)=[O:22])[CH2:18][CH2:17][C@H:16]3[C@@H:11]2[CH2:10][CH2:9]1)=[O:7])=[O:3]. (2) The product is: [Cl:12][C:13]1[CH:18]=[CH:17][C:16]([S:19][C:3]2[C:4]3[C:9](=[CH:8][CH:7]=[CH:6][CH:5]=3)[NH:1][CH:2]=2)=[CH:15][CH:14]=1. Given the reactants [NH:1]1[C:9]2[C:4](=[CH:5][CH:6]=[CH:7][CH:8]=2)[CH:3]=[CH:2]1.[H-].[Na+].[Cl:12][C:13]1[CH:18]=[CH:17][C:16]([S:19][S:19][C:16]2[CH:17]=[CH:18][C:13]([Cl:12])=[CH:14][CH:15]=2)=[CH:15][CH:14]=1, predict the reaction product. (3) The product is: [O:29]1[CH2:30][CH2:31][N:26]([C:22]2[CH:21]=[C:20]([C:18]3[CH:17]=[CH:16][N:15]=[C:14]([NH:13][C:10]4[CH:11]=[CH:12][C:7]([N:4]5[CH:5]=[N:6][C:2]([CH:32]=[CH2:33])=[N:3]5)=[CH:8][CH:9]=4)[N:19]=3)[CH:25]=[CH:24][CH:23]=2)[CH2:27][CH2:28]1. Given the reactants Br[C:2]1[N:6]=[CH:5][N:4]([C:7]2[CH:12]=[CH:11][C:10]([NH:13][C:14]3[N:19]=[C:18]([C:20]4[CH:25]=[CH:24][CH:23]=[C:22]([N:26]5[CH2:31][CH2:30][O:29][CH2:28][CH2:27]5)[CH:21]=4)[CH:17]=[CH:16][N:15]=3)=[CH:9][CH:8]=2)[N:3]=1.[CH2:32]([Sn](CCCC)(CCCC)C=C)[CH2:33]CC.C1(C)C=CC=CC=1, predict the reaction product. (4) Given the reactants [Cl:1][C:2]1[C:7]([CH2:8][CH3:9])=[C:6]([CH3:10])[N:5]=[C:4]([C:11]2[S:15][CH:14]=[C:13]([OH:16])[CH:12]=2)[N:3]=1.[CH2:17](O)[CH3:18].C1(P(C2C=CC=CC=2)C2C=CC=CC=2)C=CC=CC=1.CC(OC(/N=N/C(OC(C)C)=O)=O)C, predict the reaction product. The product is: [Cl:1][C:2]1[C:7]([CH2:8][CH3:9])=[C:6]([CH3:10])[N:5]=[C:4]([C:11]2[S:15][CH:14]=[C:13]([O:16][CH2:17][CH3:18])[CH:12]=2)[N:3]=1. (5) Given the reactants [N:1]1[CH:6]=[CH:5][CH:4]=[CH:3][C:2]=1[C:7]1[N:11]=[C:10]([CH2:12][C:13]([O-:15])=O)[O:9][N:8]=1.[Li+].[Cl:17][C:18]1[CH:19]=[C:20]([CH:29]=[CH:30][C:31]=1[Cl:32])[CH2:21][N:22]1[CH2:27][CH2:26][CH:25]([NH2:28])[CH2:24][CH2:23]1.C1CN([P+](Br)(N2CCCC2)N2CCCC2)CC1.F[P-](F)(F)(F)(F)F.C(N(CC)C(C)C)(C)C.[OH-].[Na+], predict the reaction product. The product is: [Cl:17][C:18]1[CH:19]=[C:20]([CH:29]=[CH:30][C:31]=1[Cl:32])[CH2:21][N:22]1[CH2:23][CH2:24][CH:25]([NH:28][C:13](=[O:15])[CH2:12][C:10]2[O:9][N:8]=[C:7]([C:2]3[CH:3]=[CH:4][CH:5]=[CH:6][N:1]=3)[N:11]=2)[CH2:26][CH2:27]1. (6) Given the reactants [Br:1][C:2]1[CH:3]=[C:4]([NH:10][C:11]2[CH:16]=[CH:15][C:14](C3CN(CC)C3)=[CH:13][N:12]=2)[C:5](=[O:9])[N:6]([CH3:8])[CH:7]=1.NC1N=CC([O:30][CH:31]2[CH2:34][N:33]([C:35]([O:37][C:38]([CH3:41])([CH3:40])[CH3:39])=[O:36])[CH2:32]2)=CC=1.BrC1C(=O)N(C)C=C(Br)C=1, predict the reaction product. The product is: [Br:1][C:2]1[CH:3]=[C:4]([NH:10][C:11]2[N:12]=[CH:13][C:14]([O:30][CH:31]3[CH2:32][N:33]([C:35]([O:37][C:38]([CH3:41])([CH3:40])[CH3:39])=[O:36])[CH2:34]3)=[CH:15][CH:16]=2)[C:5](=[O:9])[N:6]([CH3:8])[CH:7]=1.